From a dataset of TCR-epitope binding with 47,182 pairs between 192 epitopes and 23,139 TCRs. Binary Classification. Given a T-cell receptor sequence (or CDR3 region) and an epitope sequence, predict whether binding occurs between them. (1) The epitope is GTSGSPIINR. The TCR CDR3 sequence is CASSLGAPEAFF. Result: 1 (the TCR binds to the epitope). (2) The epitope is ALSKGVHFV. The TCR CDR3 sequence is CASSYRTGVEFDEQFF. Result: 1 (the TCR binds to the epitope).